From a dataset of Full USPTO retrosynthesis dataset with 1.9M reactions from patents (1976-2016). Predict the reactants needed to synthesize the given product. Given the product [C:13]([NH:12][C:10]1[C:9]2[C:8](=[O:17])[N:7]([CH2:18][CH2:19][OH:20])[CH:6]=[N:5][C:4]=2[CH:3]=[C:2]([NH:1][C:74]2[CH:79]=[C:78]([CH:80]([OH:82])[CH3:81])[C:77]([F:83])=[CH:76][N:75]=2)[N:11]=1)([CH3:14])([CH3:15])[CH3:16], predict the reactants needed to synthesize it. The reactants are: [NH2:1][C:2]1[N:11]=[C:10]([NH:12][C:13]([CH3:16])([CH3:15])[CH3:14])[C:9]2[C:8](=[O:17])[N:7]([CH2:18][CH2:19][OH:20])[CH:6]=[N:5][C:4]=2[CH:3]=1.C1C=CC(P(C2C(C3C(P(C4C=CC=CC=4)C4C=CC=CC=4)=CC=C4C=3C=CC=C4)=C3C(C=CC=C3)=CC=2)C2C=CC=CC=2)=CC=1.CC([O-])(C)C.[Na+].Br[C:74]1[CH:79]=[C:78]([CH:80]([OH:82])[CH3:81])[C:77]([F:83])=[CH:76][N:75]=1.